This data is from NCI-60 drug combinations with 297,098 pairs across 59 cell lines. The task is: Regression. Given two drug SMILES strings and cell line genomic features, predict the synergy score measuring deviation from expected non-interaction effect. (1) Drug 1: CC1=C(C(=CC=C1)Cl)NC(=O)C2=CN=C(S2)NC3=CC(=NC(=N3)C)N4CCN(CC4)CCO. Drug 2: CCN(CC)CCCC(C)NC1=C2C=C(C=CC2=NC3=C1C=CC(=C3)Cl)OC. Cell line: MDA-MB-231. Synergy scores: CSS=35.1, Synergy_ZIP=2.47, Synergy_Bliss=3.13, Synergy_Loewe=2.21, Synergy_HSA=7.40. (2) Drug 1: CC=C1C(=O)NC(C(=O)OC2CC(=O)NC(C(=O)NC(CSSCCC=C2)C(=O)N1)C(C)C)C(C)C. Drug 2: CC1C(C(CC(O1)OC2CC(OC(C2O)C)OC3=CC4=CC5=C(C(=O)C(C(C5)C(C(=O)C(C(C)O)O)OC)OC6CC(C(C(O6)C)O)OC7CC(C(C(O7)C)O)OC8CC(C(C(O8)C)O)(C)O)C(=C4C(=C3C)O)O)O)O. Cell line: A549. Synergy scores: CSS=79.1, Synergy_ZIP=0.0224, Synergy_Bliss=-1.48, Synergy_Loewe=-44.1, Synergy_HSA=-2.96. (3) Drug 1: C1CC(C1)(C(=O)O)C(=O)O.[NH2-].[NH2-].[Pt+2]. Drug 2: CN1C2=C(C=C(C=C2)N(CCCl)CCCl)N=C1CCCC(=O)O.Cl. Cell line: ACHN. Synergy scores: CSS=2.59, Synergy_ZIP=0.826, Synergy_Bliss=6.60, Synergy_Loewe=-0.989, Synergy_HSA=2.17. (4) Drug 1: CCCCCOC(=O)NC1=NC(=O)N(C=C1F)C2C(C(C(O2)C)O)O. Drug 2: CC1CCCC2(C(O2)CC(NC(=O)CC(C(C(=O)C(C1O)C)(C)C)O)C(=CC3=CSC(=N3)C)C)C. Cell line: RXF 393. Synergy scores: CSS=26.5, Synergy_ZIP=-0.411, Synergy_Bliss=-2.59, Synergy_Loewe=-29.2, Synergy_HSA=-4.71.